Regression. Given two drug SMILES strings and cell line genomic features, predict the synergy score measuring deviation from expected non-interaction effect. From a dataset of NCI-60 drug combinations with 297,098 pairs across 59 cell lines. (1) Drug 1: CC12CCC(CC1=CCC3C2CCC4(C3CC=C4C5=CN=CC=C5)C)O. Drug 2: CC1=C(C(=O)C2=C(C1=O)N3CC4C(C3(C2COC(=O)N)OC)N4)N. Cell line: A498. Synergy scores: CSS=21.4, Synergy_ZIP=0.417, Synergy_Bliss=8.68, Synergy_Loewe=-10.1, Synergy_HSA=6.51. (2) Drug 1: CNC(=O)C1=CC=CC=C1SC2=CC3=C(C=C2)C(=NN3)C=CC4=CC=CC=N4. Drug 2: CN1CCC(CC1)COC2=C(C=C3C(=C2)N=CN=C3NC4=C(C=C(C=C4)Br)F)OC. Cell line: NCI-H226. Synergy scores: CSS=17.1, Synergy_ZIP=-2.57, Synergy_Bliss=4.70, Synergy_Loewe=2.83, Synergy_HSA=3.31. (3) Drug 1: CC12CCC3C(C1CCC2O)C(CC4=C3C=CC(=C4)O)CCCCCCCCCS(=O)CCCC(C(F)(F)F)(F)F. Drug 2: C1=NNC2=C1C(=O)NC=N2. Cell line: SF-268. Synergy scores: CSS=0.515, Synergy_ZIP=0.847, Synergy_Bliss=1.55, Synergy_Loewe=-0.943, Synergy_HSA=-0.0610.